Predict which catalyst facilitates the given reaction. From a dataset of Catalyst prediction with 721,799 reactions and 888 catalyst types from USPTO. (1) Reactant: Cl[C:2]1[N:7]=[C:6]([C@@H:8]([NH:18][C:19](=[O:36])[CH2:20][N:21]2[C:25]3[C:26]([F:31])([F:30])[C@@H:27]4[CH2:29][C@@H:28]4[C:24]=3[C:23]([C:32]([F:35])([F:34])[F:33])=[N:22]2)[CH2:9][C:10]2[CH:15]=[C:14]([F:16])[CH:13]=[C:12]([F:17])[CH:11]=2)[C:5]([C:37]2[CH:38]=[CH:39][C:40]([Cl:52])=[C:41]3[C:45]=2[N:44]([CH3:46])[N:43]=[C:42]3[NH:47][S:48]([CH3:51])(=[O:50])=[O:49])=[CH:4][CH:3]=1.[C:53]([C:57]1[S:58][C:59]([Sn](CCCC)(CCCC)CCCC)=[CH:60][N:61]=1)([CH3:56])([CH3:55])[CH3:54].[F-].[K+]. Product: [C:53]([C:57]1[S:58][C:59]([C:2]2[N:7]=[C:6]([C@@H:8]([NH:18][C:19](=[O:36])[CH2:20][N:21]3[C:25]4[C:26]([F:30])([F:31])[C@@H:27]5[CH2:29][C@@H:28]5[C:24]=4[C:23]([C:32]([F:34])([F:33])[F:35])=[N:22]3)[CH2:9][C:10]3[CH:15]=[C:14]([F:16])[CH:13]=[C:12]([F:17])[CH:11]=3)[C:5]([C:37]3[CH:38]=[CH:39][C:40]([Cl:52])=[C:41]4[C:45]=3[N:44]([CH3:46])[N:43]=[C:42]4[NH:47][S:48]([CH3:51])(=[O:49])=[O:50])=[CH:4][CH:3]=2)=[CH:60][N:61]=1)([CH3:56])([CH3:55])[CH3:54]. The catalyst class is: 75. (2) Reactant: [NH2:1][OH:2].[C:3]([C:5]1[CH:6]=[CH:7][C:8]([F:23])=[C:9]([CH:22]=1)[CH2:10][N:11]([CH3:21])[CH2:12][CH2:13][C:14]([O:16][C:17]([CH3:20])([CH3:19])[CH3:18])=[O:15])#[N:4]. Product: [NH2:4][C:3](=[N:1][OH:2])[C:5]1[CH:6]=[CH:7][C:8]([F:23])=[C:9]([CH:22]=1)[CH2:10][N:11]([CH3:21])[CH2:12][CH2:13][C:14]([O:16][C:17]([CH3:20])([CH3:18])[CH3:19])=[O:15]. The catalyst class is: 14. (3) Reactant: [CH:1]1([NH:4][S:5]([C:8]2[CH:13]=[CH:12][C:11]([C:14]3[C:25](=[O:26])[N:24]([CH2:27][CH3:28])[C:17]4[N:18]=[C:19]([S:22][CH3:23])[N:20]=[CH:21][C:16]=4[CH:15]=3)=[C:10]([CH3:29])[CH:9]=2)(=[O:7])=[O:6])[CH2:3][CH2:2]1.C1C=C(Cl)C=C(C(OO)=[O:38])C=1. Product: [CH:1]1([NH:4][S:5]([C:8]2[CH:13]=[CH:12][C:11]([C:14]3[C:25](=[O:26])[N:24]([CH2:27][CH3:28])[C:17]4[N:18]=[C:19]([S:22]([CH3:23])=[O:38])[N:20]=[CH:21][C:16]=4[CH:15]=3)=[C:10]([CH3:29])[CH:9]=2)(=[O:6])=[O:7])[CH2:2][CH2:3]1. The catalyst class is: 2. (4) Reactant: [N:1]1[CH:6]=[CH:5][N:4]=[CH:3][C:2]=1[C:7](Cl)=[O:8].[C:10]([O:13][C:14]1[C:23]2[C:18](=[C:19]([NH2:24])[CH:20]=[CH:21][CH:22]=2)[N:17]=[C:16]([C:25]2[CH:30]=[CH:29][CH:28]=[C:27]([C:31]([F:34])([F:33])[F:32])[CH:26]=2)[CH:15]=1)(=[O:12])[CH3:11].C(N(CC)CC)C.C([O-])(O)=O.[Na+]. Product: [C:10]([O:13][C:14]1[C:23]2[C:18](=[C:19]([NH:24][C:7]([C:2]3[CH:3]=[N:4][CH:5]=[CH:6][N:1]=3)=[O:8])[CH:20]=[CH:21][CH:22]=2)[N:17]=[C:16]([C:25]2[CH:30]=[CH:29][CH:28]=[C:27]([C:31]([F:34])([F:32])[F:33])[CH:26]=2)[CH:15]=1)(=[O:12])[CH3:11]. The catalyst class is: 4. (5) Product: [F:1][C:2]1[C:3]2[C:14](=[O:15])[N:13]([C:16]3[C:21]([CH2:22][OH:23])=[C:20]([C:24]4[CH:29]=[C:28]([NH:30][C:31]5[CH:40]=[C:34]6[CH2:35][N:36]([CH3:39])[CH2:37][CH2:38][N:33]6[N:32]=5)[C:27](=[O:41])[N:26]([CH3:42])[CH:25]=4)[CH:19]=[CH:18][N:17]=3)[CH2:12][CH2:11][C:4]=2[N:5]2[C:10]=1[CH2:9][CH2:8][CH2:7][CH2:6]2. The catalyst class is: 5. Reactant: [F:1][C:2]1[C:3]2[C:14](=[O:15])[N:13]([C:16]3[C:21]([CH:22]=[O:23])=[C:20]([C:24]4[CH:29]=[C:28]([NH:30][C:31]5[CH:40]=[C:34]6[CH2:35][N:36]([CH3:39])[CH2:37][CH2:38][N:33]6[N:32]=5)[C:27](=[O:41])[N:26]([CH3:42])[CH:25]=4)[CH:19]=[CH:18][N:17]=3)[CH2:12][CH2:11][C:4]=2[N:5]2[C:10]=1[CH2:9][CH2:8][CH2:7][CH2:6]2.[BH4-].[Na+]. (6) Reactant: [NH2:1][CH2:2][CH2:3][CH:4]([C:6]1[CH:11]=[CH:10][C:9]([N:12]([CH3:27])[C:13]2[CH:18]=[CH:17][C:16]([O:19][CH2:20][C:21]3[CH:26]=[CH:25][CH:24]=[CH:23][CH:22]=3)=[CH:15][CH:14]=2)=[CH:8][CH:7]=1)[CH3:5].[CH3:28][C:29]([O:32][C:33](O[C:33]([O:32][C:29]([CH3:31])([CH3:30])[CH3:28])=[O:34])=[O:34])([CH3:31])[CH3:30]. Product: [C:29]([O:32][C:33](=[O:34])[NH:1][CH2:2][CH2:3][CH:4]([C:6]1[CH:11]=[CH:10][C:9]([N:12]([C:13]2[CH:18]=[CH:17][C:16]([O:19][CH2:20][C:21]3[CH:22]=[CH:23][CH:24]=[CH:25][CH:26]=3)=[CH:15][CH:14]=2)[CH3:27])=[CH:8][CH:7]=1)[CH3:5])([CH3:31])([CH3:30])[CH3:28]. The catalyst class is: 2. (7) Reactant: [NH2:1][S:2]([C:5]1[CH:6]=[CH:7][C:8]([NH:14][NH2:15])=[C:9]([CH:13]=1)[C:10](O)=[O:11])(=[O:4])=[O:3].B.C1COCC1.CO. Product: [NH:14]([C:8]1[CH:7]=[CH:6][C:5]([S:2]([NH2:1])(=[O:3])=[O:4])=[CH:13][C:9]=1[CH2:10][OH:11])[NH2:15]. The catalyst class is: 1.